This data is from Forward reaction prediction with 1.9M reactions from USPTO patents (1976-2016). The task is: Predict the product of the given reaction. Given the reactants C(O[C@@:5]1([OH:33])[C@:9](OC(=O)C)([OH:10])[C@@H:8]([CH:15](OC(=O)C)[OH:16])[O:7][C@H:6]1[N:21]1[C:30]2[C:24]([C:25](Cl)([N:27]=[C:28]([Cl:31])[N:29]=2)[NH2:26])=[N:23][CH2:22]1)(=O)C.[CH:34]1(N)[CH2:38][CH2:37][CH2:36][CH2:35]1.C(O)C, predict the reaction product. The product is: [Cl:31][C:28]1[N:27]=[C:25]([NH:26][CH:34]2[CH2:38][CH2:37][CH2:36][CH2:35]2)[C:24]2[N:23]=[CH:22][N:21]([C:30]=2[N:29]=1)[C@@H:6]1[O:7][C@H:8]([CH2:15][OH:16])[C@@H:9]([OH:10])[C@H:5]1[OH:33].